From a dataset of Full USPTO retrosynthesis dataset with 1.9M reactions from patents (1976-2016). Predict the reactants needed to synthesize the given product. (1) Given the product [O:2]1[CH2:11][CH2:12][O:13][CH:1]1[C:3]1[CH:4]=[C:5]([CH:8]=[CH:9][CH:10]=1)[C:6]#[N:7], predict the reactants needed to synthesize it. The reactants are: [CH:1]([C:3]1[CH:4]=[C:5]([CH:8]=[CH:9][CH:10]=1)[C:6]#[N:7])=[O:2].[CH2:11](O)[CH2:12][OH:13]. (2) Given the product [CH3:10][C:4]1[CH:3]=[C:2]([O:1][CH2:27][O:26][CH2:25][CH2:24][Si:21]([CH3:23])([CH3:22])[CH3:20])[CH:9]=[CH:8][C:5]=1[C:6]#[N:7], predict the reactants needed to synthesize it. The reactants are: [OH:1][C:2]1[CH:9]=[CH:8][C:5]([C:6]#[N:7])=[C:4]([CH3:10])[CH:3]=1.CCN(C(C)C)C(C)C.[CH3:20][Si:21]([CH2:24][CH2:25][O:26][CH2:27]Cl)([CH3:23])[CH3:22]. (3) Given the product [C:3]([C:2]([NH:1][C:35](=[O:36])[C:34]1[CH:38]=[CH:39][C:31]([O:30][C:29]([F:28])([F:40])[F:41])=[CH:32][CH:33]=1)([CH3:18])[CH2:5][O:6][C:7]1[CH:8]=[CH:9][C:10]2[CH2:14][O:13][B:12]([OH:15])[C:11]=2[C:16]=1[I:17])#[N:4], predict the reactants needed to synthesize it. The reactants are: [NH2:1][C:2]([CH3:18])([CH2:5][O:6][C:7]1[CH:8]=[CH:9][C:10]2[CH2:14][O:13][B:12]([OH:15])[C:11]=2[C:16]=1[I:17])[C:3]#[N:4].CCN(C(C)C)C(C)C.[F:28][C:29]([F:41])([F:40])[O:30][C:31]1[CH:39]=[CH:38][C:34]([C:35](O)=[O:36])=[CH:33][CH:32]=1.Cl. (4) Given the product [CH3:52][O:53][C:54](=[O:57])[CH2:55][N:13]([C:12]([O:11][C:7]([CH3:10])([CH3:8])[CH3:9])=[O:51])[C:14]1[CH:19]=[CH:18][CH:17]=[C:16]([O:20][CH2:21][CH2:22][CH2:23][N:24]([CH2:39][C:40]2[CH:45]=[CH:44][CH:43]=[C:42]([C:46]([F:48])([F:49])[F:47])[C:41]=2[Cl:50])[CH2:25][CH:26]([C:33]2[CH:34]=[CH:35][CH:36]=[CH:37][CH:38]=2)[C:27]2[CH:32]=[CH:31][CH:30]=[CH:29][CH:28]=2)[CH:15]=1, predict the reactants needed to synthesize it. The reactants are: [H-].[Na+].CS(C)=O.[C:7]([O:11][C:12](=[O:51])[NH:13][C:14]1[CH:19]=[CH:18][CH:17]=[C:16]([O:20][CH2:21][CH2:22][CH2:23][N:24]([CH2:39][C:40]2[CH:45]=[CH:44][CH:43]=[C:42]([C:46]([F:49])([F:48])[F:47])[C:41]=2[Cl:50])[CH2:25][CH:26]([C:33]2[CH:38]=[CH:37][CH:36]=[CH:35][CH:34]=2)[C:27]2[CH:32]=[CH:31][CH:30]=[CH:29][CH:28]=2)[CH:15]=1)([CH3:10])([CH3:9])[CH3:8].[CH3:52][O:53][C:54](=[O:57])[CH2:55]Br. (5) The reactants are: [OH:1][C:2]1[CH:7]=[CH:6][C:5]([CH:8]=[CH:9][C:10]([NH:12][CH3:13])=[O:11])=[CH:4][CH:3]=1.Br[CH2:15][C:16]1[CH:17]=[C:18]([CH:21]=[CH:22][CH:23]=1)[C:19]#[N:20]. Given the product [C:19]([C:18]1[CH:17]=[C:16]([CH:23]=[CH:22][CH:21]=1)[CH2:15][O:1][C:2]1[CH:3]=[CH:4][C:5]([CH:8]=[CH:9][C:10]([NH:12][CH3:13])=[O:11])=[CH:6][CH:7]=1)#[N:20], predict the reactants needed to synthesize it.